This data is from HIV replication inhibition screening data with 41,000+ compounds from the AIDS Antiviral Screen. The task is: Binary Classification. Given a drug SMILES string, predict its activity (active/inactive) in a high-throughput screening assay against a specified biological target. (1) The compound is CCn1ncc(N=O)c1N. The result is 0 (inactive). (2) The compound is COC(=O)c1cc(C(c2cc(C)c(O)c(C(=O)OC)c2)c2cc(C)c(O)c(C(=O)OC)c2)cc(C)c1O. The result is 0 (inactive). (3) The molecule is CN1CCc2cc3c4cc2C1Cc1ccc(cc1)Oc1cc(ccc1O)CC1c2c(cc(O)c(c2O4)O3)CCN1C. The result is 0 (inactive). (4) The compound is O=C1c2cccc3cccc(c23)C(=O)N1CCCN(CCO)CCO. The result is 0 (inactive). (5) The molecule is N=c1[nH]n2cc3c(nc2c1N=Nc1ccc(Cl)cc1)CCCC3. The result is 0 (inactive). (6) The molecule is CC(=O)Nc1ccc(C=C2SC(=S)N(C=C(C(C)=O)C(N)=O)C2=O)cc1. The result is 0 (inactive). (7) The compound is NC(Cc1ccc(O)cn1)C(=O)O. The result is 0 (inactive).